From a dataset of Catalyst prediction with 721,799 reactions and 888 catalyst types from USPTO. Predict which catalyst facilitates the given reaction. (1) Reactant: [H-].[Al+3].[Li+].[H-].[H-].[H-].[CH3:7][O:8][CH2:9][N:10]1[CH:14]=[C:13]([C:15]2[CH:20]=[CH:19][CH:18]=[CH:17][CH:16]=2)[CH:12]=[C:11]1[C:21](OC)=[O:22]. Product: [CH3:7][O:8][CH2:9][N:10]1[CH:14]=[C:13]([C:15]2[CH:16]=[CH:17][CH:18]=[CH:19][CH:20]=2)[CH:12]=[C:11]1[CH2:21][OH:22]. The catalyst class is: 7. (2) Reactant: [N:1]1([C:7]2[CH:12]=[CH:11][C:10]([OH:13])=[CH:9][CH:8]=2)[CH2:6][CH2:5][NH:4][CH2:3][CH2:2]1.[CH3:14][C:15]([CH3:17])=O.[BH3-]C#N.[Na+].Cl. Product: [CH:15]([N:4]1[CH2:3][CH2:2][N:1]([C:7]2[CH:8]=[CH:9][C:10]([OH:13])=[CH:11][CH:12]=2)[CH2:6][CH2:5]1)([CH3:17])[CH3:14]. The catalyst class is: 467. (3) Reactant: Cl[C:2]1[NH:3][C:4]([CH3:12])=[CH:5][C:6]=1[C:7]([O:9][CH2:10][CH3:11])=[O:8].C([O-])=O.[NH4+]. The catalyst class is: 349. Product: [CH3:12][C:4]1[NH:3][CH:2]=[C:6]([C:7]([O:9][CH2:10][CH3:11])=[O:8])[CH:5]=1. (4) Reactant: [S:1]1[CH:5]=[CH:4][CH:3]=[C:2]1[C@H:6]1[CH2:8][C@@H:7]1[C:9]([OH:11])=O.C(Cl)(=O)C([Cl:15])=O.CN(C=O)C. Product: [S:1]1[CH:5]=[CH:4][CH:3]=[C:2]1[C@H:6]1[CH2:8][C@@H:7]1[C:9]([Cl:15])=[O:11]. The catalyst class is: 4. (5) Reactant: [CH3:1][CH:2]([NH2:4])[CH3:3].[OH:5][C:6]([C:8]([F:11])([F:10])[F:9])=[O:7].[CH2:12]([N:19]1[CH2:28][CH2:27][C:26]2[C:21](=[N:22][C:23](Cl)=[C:24]([N:29]3[CH2:34][CH2:33][CH:32]([C:35]([C:37]4[CH:42]=[C:41]([Cl:43])[CH:40]=[CH:39][C:38]=4[F:44])=[O:36])[CH2:31][CH2:30]3)[N:25]=2)[CH2:20]1)[C:13]1[CH:18]=[CH:17][CH:16]=[CH:15][CH:14]=1.CC(C)([O-])C.[Na+]. Product: [CH2:12]([N:19]1[CH2:28][CH2:27][C:26]2[C:21](=[N:22][C:23]([NH:4][CH:2]([CH3:3])[CH3:1])=[C:24]([N:29]3[CH2:34][CH2:33][CH:32]([C:35]([C:37]4[CH:42]=[C:41]([Cl:43])[CH:40]=[CH:39][C:38]=4[F:44])=[O:36])[CH2:31][CH2:30]3)[N:25]=2)[CH2:20]1)[C:13]1[CH:14]=[CH:15][CH:16]=[CH:17][CH:18]=1.[C:6]([OH:7])([C:8]([F:11])([F:10])[F:9])=[O:5]. The catalyst class is: 733.